This data is from Reaction yield outcomes from USPTO patents with 853,638 reactions. The task is: Predict the reaction yield, written as a fraction of the theoretical maximum amount of product (1.0 means a 100% yield; for example, 0.34 means a 34% yield). (1) The yield is 0.616. The reactants are [C:1]([Si:5]([CH3:22])([CH3:21])[O:6][CH:7]1[CH2:12][CH2:11][C:10](OS(C(F)(F)F)(=O)=O)=[CH:9][CH2:8]1)([CH3:4])([CH3:3])[CH3:2].[B:23]1([B:23]2[O:27][C:26]([CH3:29])([CH3:28])[C:25]([CH3:31])([CH3:30])[O:24]2)[O:27][C:26]([CH3:29])([CH3:28])[C:25]([CH3:31])([CH3:30])[O:24]1. The catalyst is O1CCOCC1. The product is [C:1]([Si:5]([CH3:22])([CH3:21])[O:6][CH:7]1[CH2:12][CH2:11][C:10]([B:23]2[O:27][C:26]([CH3:29])([CH3:28])[C:25]([CH3:31])([CH3:30])[O:24]2)=[CH:9][CH2:8]1)([CH3:4])([CH3:3])[CH3:2]. (2) The reactants are C[O:2][C:3]1(OC)[CH2:8][CH2:7][N:6]([C:9]2[CH:14]=[CH:13][C:12]([NH:15][C:16]3[N:21]=[C:20]([NH:22][C:23]4[CH:28]=[CH:27][CH:26]=[CH:25][C:24]=4[S:29]([CH:32]([CH3:34])[CH3:33])(=[O:31])=[O:30])[N:19]=[CH:18][N:17]=3)=[C:11]([O:35][CH3:36])[CH:10]=2)[CH2:5][CH2:4]1.O1CCCC1.Cl.C(=O)([O-])[O-].[K+].[K+]. The catalyst is O.CC(O)C. The product is [CH3:36][O:35][C:11]1[CH:10]=[C:9]([N:6]2[CH2:7][CH2:8][C:3](=[O:2])[CH2:4][CH2:5]2)[CH:14]=[CH:13][C:12]=1[NH:15][C:16]1[N:21]=[C:20]([NH:22][C:23]2[CH:28]=[CH:27][CH:26]=[CH:25][C:24]=2[S:29]([CH:32]([CH3:34])[CH3:33])(=[O:31])=[O:30])[N:19]=[CH:18][N:17]=1. The yield is 0.992. (3) The reactants are [CH2:1]1[C:3]([NH2:7])([C:4]([OH:6])=[O:5])[CH2:2]1.[C:8]([O:16][CH2:17][CH2:18][O:19][C:20](ON1C(=O)CCC1=O)=[O:21])(=[O:15])[CH2:9][CH2:10][CH2:11][CH2:12][CH2:13][CH3:14]. No catalyst specified. The product is [C:8]([O:16][CH2:17][CH2:18][O:19][C:20]([NH:7][C:3]1([C:4]([OH:6])=[O:5])[CH2:2][CH2:1]1)=[O:21])(=[O:15])[CH2:9][CH2:10][CH2:11][CH2:12][CH2:13][CH3:14]. The yield is 0.154. (4) The reactants are [CH2:1]([O:8][C:9]([NH:11][C@@H:12]1[CH2:17][C@H:16](OS(C)(=O)=O)[CH2:15][CH2:14][C@@H:13]1[C:23]([O:25][CH3:26])=[O:24])=[O:10])[C:2]1[CH:7]=[CH:6][CH:5]=[CH:4][CH:3]=1.[N-:27]=[N+:28]=[N-:29].[Na+].C([O-])(O)=O.[Na+].O. The catalyst is CN(C)C=O. The product is [N:27]([C@H:16]1[CH2:15][CH2:14][C@H:13]([C:23]([O:25][CH3:26])=[O:24])[C@H:12]([NH:11][C:9]([O:8][CH2:1][C:2]2[CH:7]=[CH:6][CH:5]=[CH:4][CH:3]=2)=[O:10])[CH2:17]1)=[N+:28]=[N-:29]. The yield is 0.720. (5) The reactants are Br[C:2]1[CH:3]=[CH:4][C:5]2[O:32][CH2:31][C:8]3([C:16]4[C:11](=[CH:12][CH:13]=[CH:14][CH:15]=4)[N:10]([CH:17]([C:24]4[CH:29]=[CH:28][CH:27]=[CH:26][CH:25]=4)[C:18]4[CH:23]=[CH:22][CH:21]=[CH:20][CH:19]=4)[C:9]3=[O:30])[C:6]=2[CH:7]=1.[B:33]1([B:33]2[O:37][C:36]([CH3:39])([CH3:38])[C:35]([CH3:41])([CH3:40])[O:34]2)[O:37][C:36]([CH3:39])([CH3:38])[C:35]([CH3:41])([CH3:40])[O:34]1.C([O-])(=O)C.[K+]. The catalyst is CS(C)=O.O. The product is [C:24]1([CH:17]([C:18]2[CH:19]=[CH:20][CH:21]=[CH:22][CH:23]=2)[N:10]2[C:11]3[C:16](=[CH:15][CH:14]=[CH:13][CH:12]=3)[C:8]3([C:6]4[CH:7]=[C:2]([B:33]5[O:37][C:36]([CH3:39])([CH3:38])[C:35]([CH3:41])([CH3:40])[O:34]5)[CH:3]=[CH:4][C:5]=4[O:32][CH2:31]3)[C:9]2=[O:30])[CH:29]=[CH:28][CH:27]=[CH:26][CH:25]=1. The yield is 0.300. (6) The reactants are [F:1][C:2]1[C:7]2[NH:8][CH:9]=[N:10][C:6]=2[CH:5]=[C:4]([C:11]([OH:13])=O)[C:3]=1[NH:14][C:15]1[CH:20]=[CH:19][C:18]([Br:21])=[CH:17][C:16]=1[CH3:22].CCN(C(C)C)C(C)C.C1CN([P+](ON2N=NC3C=[CH:53][CH:54]=[CH:55][C:50]2=3)(N2CCCC2)N2CCCC2)CC1.F[P-](F)(F)(F)(F)F.Cl.C1([N:69](C)[OH:70])CC1. The catalyst is C1COCC1.C(Cl)Cl. The product is [CH:54]1([CH2:53][O:70][NH:69][C:11]([C:4]2[C:3]([NH:14][C:15]3[CH:20]=[CH:19][C:18]([Br:21])=[CH:17][C:16]=3[CH3:22])=[C:2]([F:1])[C:7]3[NH:8][CH:9]=[N:10][C:6]=3[CH:5]=2)=[O:13])[CH2:55][CH2:50]1. The yield is 0.450.